This data is from Forward reaction prediction with 1.9M reactions from USPTO patents (1976-2016). The task is: Predict the product of the given reaction. (1) Given the reactants [F:1][C:2]1[CH:7]=[CH:6][C:5]([C:8]2[N:9]=[CH:10][NH:11][CH:12]=2)=[CH:4][CH:3]=1.C([O-])([O-])=O.[Cs+].[Cs+].[CH3:19][Si:20]([CH2:23][CH2:24][O:25][CH2:26]Cl)([CH3:22])[CH3:21], predict the reaction product. The product is: [F:1][C:2]1[CH:3]=[CH:4][C:5]([C:8]2[N:9]=[CH:10][N:11]([CH2:26][O:25][CH2:24][CH2:23][Si:20]([CH3:22])([CH3:21])[CH3:19])[CH:12]=2)=[CH:6][CH:7]=1. (2) Given the reactants Cl[C:2]1[N:3]=[C:4]([N:21]2[CH2:26][CH2:25][CH2:24][CH:23]([C:27]([NH2:29])=[O:28])[CH2:22]2)[C:5]2[CH:10]=[CH:9][N:8]([S:11]([C:14]3[CH:20]=[CH:19][C:17]([CH3:18])=[CH:16][CH:15]=3)(=[O:13])=[O:12])[C:6]=2[N:7]=1.[NH2:30][C:31]1[CH:36]=[CH:35][C:34]([N:37]2[CH2:42][CH2:41][N:40]([C:43](=[O:45])[CH3:44])[CH2:39][CH2:38]2)=[CH:33][CH:32]=1.C[Si](Cl)(C)C, predict the reaction product. The product is: [C:43]([N:40]1[CH2:39][CH2:38][N:37]([C:34]2[CH:35]=[CH:36][C:31]([NH:30][C:2]3[N:3]=[C:4]([N:21]4[CH2:26][CH2:25][CH2:24][CH:23]([C:27]([NH2:29])=[O:28])[CH2:22]4)[C:5]4[CH:10]=[CH:9][N:8]([S:11]([C:14]5[CH:20]=[CH:19][C:17]([CH3:18])=[CH:16][CH:15]=5)(=[O:13])=[O:12])[C:6]=4[N:7]=3)=[CH:32][CH:33]=2)[CH2:42][CH2:41]1)(=[O:45])[CH3:44]. (3) Given the reactants [C:1]([C:3]1[CH:26]=[CH:25][C:6]([CH2:7][N:8]2[C:16]3[C:11](=[CH:12][C:13](/[CH:17]=[C:18]4/[C:19](=[O:24])[NH:20][C:21](=[O:23])[S:22]/4)=[CH:14][CH:15]=3)[CH:10]=[CH:9]2)=[C:5]([C:27]([F:30])([F:29])[F:28])[CH:4]=1)#[N:2].Cl.[CH3:32][N:33]([CH3:38])[CH2:34][CH2:35][CH2:36]Cl, predict the reaction product. The product is: [CH3:32][N:33]([CH3:38])[CH2:34][CH2:35][CH2:36][N:20]1[C:19](=[O:24])/[C:18](=[CH:17]/[C:13]2[CH:12]=[C:11]3[C:16](=[CH:15][CH:14]=2)[N:8]([CH2:7][C:6]2[CH:25]=[CH:26][C:3]([C:1]#[N:2])=[CH:4][C:5]=2[C:27]([F:29])([F:30])[F:28])[CH:9]=[CH:10]3)/[S:22][C:21]1=[O:23]. (4) Given the reactants Cl[C:2]1[CH:3]=[CH:4][C:5]2[N:6]([C:8]([CH2:11][C:12]3[CH:13]=[C:14]4[C:19](=[CH:20][C:21]=3[F:22])[N:18]=[CH:17][CH:16]=[CH:15]4)=[CH:9][N:10]=2)[N:7]=1.C(OC([N:30]1[CH:34]=[C:33](B2OC(C)(C)C(C)(C)O2)[CH:32]=[N:31]1)=O)(C)(C)C.C([O-])([O-])=O.[K+].[K+], predict the reaction product. The product is: [F:22][C:21]1[CH:20]=[C:19]2[C:14]([CH:15]=[CH:16][CH:17]=[N:18]2)=[CH:13][C:12]=1[CH2:11][C:8]1[N:6]2[N:7]=[C:2]([C:33]3[CH:34]=[N:30][NH:31][CH:32]=3)[CH:3]=[CH:4][C:5]2=[N:10][CH:9]=1. (5) Given the reactants C([N:8]1[CH2:21][CH2:20][C:11]2([CH2:15][N:14]([CH:16]3[CH2:19][CH2:18][CH2:17]3)[CH2:13][CH2:12]2)[CH2:10][CH2:9]1)C1C=CC=CC=1, predict the reaction product. The product is: [CH:16]1([N:14]2[CH2:13][CH2:12][C:11]3([CH2:20][CH2:21][NH:8][CH2:9][CH2:10]3)[CH2:15]2)[CH2:19][CH2:18][CH2:17]1. (6) Given the reactants C1(P(C2C=CC=CC=2)C2C=CC=CC=2)C=CC=CC=1.N1C=CN=C1.[I:25]I.[C:27]([O:31][C:32](=[O:42])[CH2:33][O:34][CH:35]1[CH2:40][CH2:39][CH:38](O)[CH2:37][CH2:36]1)([CH3:30])([CH3:29])[CH3:28], predict the reaction product. The product is: [C:27]([O:31][C:32](=[O:42])[CH2:33][O:34][CH:35]1[CH2:40][CH2:39][CH:38]([I:25])[CH2:37][CH2:36]1)([CH3:30])([CH3:29])[CH3:28]. (7) Given the reactants Cl[CH2:2][CH2:3][CH2:4][CH2:5][N:6]1[C:10]2[C:11](=[N:18][OH:19])[CH2:12][N:13]([CH3:17])[S:14](=[O:16])(=[O:15])[C:9]=2[CH:8]=[CH:7]1.Cl.[F:21][C:22]1[CH:35]=[CH:34][C:25]([C:26]([CH:28]2[CH2:33][CH2:32][NH:31][CH2:30][CH2:29]2)=[O:27])=[CH:24][CH:23]=1.C(=O)([O-])O.[Na+].[I-].[Na+], predict the reaction product. The product is: [F:21][C:22]1[CH:23]=[CH:24][C:25]([C:26]([CH:28]2[CH2:33][CH2:32][N:31]([CH2:2][CH2:3][CH2:4][CH2:5][N:6]3[C:10]4[C:11](=[N:18][OH:19])[CH2:12][N:13]([CH3:17])[S:14](=[O:16])(=[O:15])[C:9]=4[CH:8]=[CH:7]3)[CH2:30][CH2:29]2)=[O:27])=[CH:34][CH:35]=1. (8) Given the reactants [NH2:1][CH:2]1[CH2:6][CH2:5][N:4]([CH:7]([C:14]2[CH:19]=[CH:18][CH:17]=[CH:16][CH:15]=2)[C:8]2[CH:13]=[CH:12][CH:11]=[CH:10][CH:9]=2)[C:3]1=[O:20].[C:21]1([CH:27]([C:32]2[CH:37]=[CH:36][CH:35]=[CH:34][CH:33]=2)[CH2:28][C:29](O)=[O:30])[CH:26]=[CH:25][CH:24]=[CH:23][CH:22]=1.C(Cl)CCl, predict the reaction product. The product is: [CH:7]([N:4]1[CH2:5][CH2:6][CH:2]([NH:1][C:29](=[O:30])[CH2:28][CH:27]([C:21]2[CH:26]=[CH:25][CH:24]=[CH:23][CH:22]=2)[C:32]2[CH:37]=[CH:36][CH:35]=[CH:34][CH:33]=2)[C:3]1=[O:20])([C:8]1[CH:13]=[CH:12][CH:11]=[CH:10][CH:9]=1)[C:14]1[CH:19]=[CH:18][CH:17]=[CH:16][CH:15]=1. (9) Given the reactants [Br:1][C:2]1[CH:11]=[C:10]([CH2:12]Br)[CH:9]=[CH:8][C:3]=1[C:4]([O:6][CH3:7])=[O:5].[C-:14]#[N:15].[Na+].C(OC)(C)(C)C, predict the reaction product. The product is: [Br:1][C:2]1[CH:11]=[C:10]([CH2:12][C:14]#[N:15])[CH:9]=[CH:8][C:3]=1[C:4]([O:6][CH3:7])=[O:5].